Dataset: Retrosynthesis with 50K atom-mapped reactions and 10 reaction types from USPTO. Task: Predict the reactants needed to synthesize the given product. (1) Given the product Cc1nc2ccccc2n1-c1nc(N2CCOCC2)c2nc(CN3CCC(C(O)C(C)C)CC3)n(C)c2n1, predict the reactants needed to synthesize it. The reactants are: CC(C)C(O)C1CCNCC1.Cc1nc2ccccc2n1-c1nc(N2CCOCC2)c2nc(C=O)n(C)c2n1. (2) Given the product CCOC(=O)CCc1ccc(S(=O)(=O)CCc2c(CCNS(=O)(=O)C(C)c3ccccc3C(F)(F)F)n(C(c3ccccc3)c3ccccc3)c3ccc(Cl)cc23)cc1, predict the reactants needed to synthesize it. The reactants are: CC(c1ccccc1C(F)(F)F)S(=O)(=O)Cl.CCOC(=O)CCc1ccc(S(=O)(=O)CCc2c(CCN)n(C(c3ccccc3)c3ccccc3)c3ccc(Cl)cc23)cc1. (3) Given the product CCOC(OCC)c1cc2cncc(-c3cccc(OCc4ccccc4)c3)c2o1, predict the reactants needed to synthesize it. The reactants are: CCOC(OCC)c1cc2cncc(I)c2o1.OB(O)c1cccc(OCc2ccccc2)c1. (4) Given the product CC(C)N1CCN(c2cccc(O)c2)CC1, predict the reactants needed to synthesize it. The reactants are: CC(=O)O[BH-](OC(C)=O)OC(C)=O.Oc1cccc(N2CCNCC2)c1. (5) The reactants are: COc1ccc(CN(C[C@H]2COC(N)=N2)c2cccc(Cl)c2)cc1. Given the product NC1=N[C@@H](CNc2cccc(Cl)c2)CO1, predict the reactants needed to synthesize it. (6) Given the product O=C(c1ccccc1)N1CCCC(Cn2ccc3cc(-c4cnn(C5CCCCO5)c4)ccc32)CC1, predict the reactants needed to synthesize it. The reactants are: O=C(Cl)c1ccccc1.c1cc2c(ccn2CC2CCCNCC2)cc1-c1cnn(C2CCCCO2)c1.